Dataset: Full USPTO retrosynthesis dataset with 1.9M reactions from patents (1976-2016). Task: Predict the reactants needed to synthesize the given product. (1) Given the product [F:1][C:2]1[CH:7]=[CH:6][C:5]([N:8]2[C:12]([CH:13]=[O:14])=[CH:11][N:10]=[C:9]2[S:16]([CH2:18][C:19]2[C:24]([F:25])=[CH:23][CH:22]=[C:21]([F:26])[C:20]=2[F:27])=[O:17])=[CH:4][CH:3]=1, predict the reactants needed to synthesize it. The reactants are: [F:1][C:2]1[CH:7]=[CH:6][C:5]([N:8]2[C:12]([C:13](O)=[O:14])=[CH:11][N:10]=[C:9]2[S:16]([CH2:18][C:19]2[C:24]([F:25])=[CH:23][CH:22]=[C:21]([F:26])[C:20]=2[F:27])=[O:17])=[CH:4][CH:3]=1.FC1C=CC(N2C(C=O)=CN=C2SCC2C(F)=CC=C(F)C=2F)=CC=1.OOS([O-])=O.[K+].C(=O)(O)[O-].[Na+]. (2) Given the product [CH2:1]([N:8]([CH2:9][C@@H:10]1[CH2:19][CH2:18][C:17]2[C:12](=[CH:13][CH:14]=[C:15]([Br:20])[CH:16]=2)[O:11]1)[C:21](=[O:22])[O:23][C:24]([CH3:27])([CH3:26])[CH3:25])[C:2]1[CH:3]=[CH:4][CH:5]=[CH:6][CH:7]=1, predict the reactants needed to synthesize it. The reactants are: [CH2:1]([NH:8][CH2:9][C@H:10]1[CH2:19][CH2:18][C:17]2[C:12](=[CH:13][CH:14]=[C:15]([Br:20])[CH:16]=2)[O:11]1)[C:2]1[CH:7]=[CH:6][CH:5]=[CH:4][CH:3]=1.[C:21](O[C:21]([O:23][C:24]([CH3:27])([CH3:26])[CH3:25])=[O:22])([O:23][C:24]([CH3:27])([CH3:26])[CH3:25])=[O:22]. (3) Given the product [CH3:11][Si:12]([CH3:27])([CH3:26])[CH2:13][CH2:14][S:15]([N:18]1[CH2:23][CH2:22][CH2:21][CH:20]([CH:24]=[O:25])[CH2:19]1)(=[O:17])=[O:16], predict the reactants needed to synthesize it. The reactants are: C(Cl)(=O)C(Cl)=O.CS(C)=O.[CH3:11][Si:12]([CH3:27])([CH3:26])[CH2:13][CH2:14][S:15]([N:18]1[CH2:23][CH2:22][CH2:21][CH:20]([CH2:24][OH:25])[CH2:19]1)(=[O:17])=[O:16].C(N(CC)CC)C. (4) Given the product [CH2:1]([O:8][C:9]1[CH:10]=[N:11][CH:12]=[C:13]([CH:17]=1)[C:14]([N:33]=[N+:34]=[N-:35])=[O:15])[C:2]1[CH:7]=[CH:6][CH:5]=[CH:4][CH:3]=1, predict the reactants needed to synthesize it. The reactants are: [CH2:1]([O:8][C:9]1[CH:10]=[N:11][CH:12]=[C:13]([CH:17]=1)[C:14]([O-])=[O:15])[C:2]1[CH:7]=[CH:6][CH:5]=[CH:4][CH:3]=1.[Na+].C1(P([N:33]=[N+:34]=[N-:35])(C2C=CC=CC=2)=O)C=CC=CC=1.O. (5) Given the product [C:1]([O:5][C:6](=[O:7])[NH:8][C:9]1[CH:14]=[CH:13][C:12]([S:15][C:16]2[CH:24]=[CH:23][C:19]([C:20](=[O:22])[N:42]([CH2:39][CH:40]=[CH2:41])[C@H:43]([C:44]3[CH:49]=[CH:48][CH:47]=[CH:46][CH:45]=3)[CH3:50])=[CH:18][C:17]=2[NH:25][C:26]2[C:27]3[CH:35]=[CH:34][C:33]([CH:36]([CH3:38])[CH3:37])=[N:32][C:28]=3[N:29]=[CH:30][N:31]=2)=[CH:11][CH:10]=1)([CH3:3])([CH3:4])[CH3:2], predict the reactants needed to synthesize it. The reactants are: [C:1]([O:5][C:6]([NH:8][C:9]1[CH:14]=[CH:13][C:12]([S:15][C:16]2[CH:24]=[CH:23][C:19]([C:20]([OH:22])=O)=[CH:18][C:17]=2[NH:25][C:26]2[C:27]3[CH:35]=[CH:34][C:33]([CH:36]([CH3:38])[CH3:37])=[N:32][C:28]=3[N:29]=[CH:30][N:31]=2)=[CH:11][CH:10]=1)=[O:7])([CH3:4])([CH3:3])[CH3:2].[CH2:39]([NH:42][C@@H:43]([CH3:50])[C:44]1[CH:49]=[CH:48][CH:47]=[CH:46][CH:45]=1)[CH:40]=[CH2:41].